This data is from Catalyst prediction with 721,799 reactions and 888 catalyst types from USPTO. The task is: Predict which catalyst facilitates the given reaction. (1) Reactant: Cl[C:2]1[CH2:7][CH2:6][CH2:5][CH2:4][C:3]=1[C:8]#[N:9].C([O-])([O-])=O.[K+].[K+].[CH2:16]([O:18][C:19](=[O:22])[CH2:20][SH:21])[CH3:17]. Product: [CH2:16]([O:18][C:19]([C:20]1[S:21][C:2]2[CH2:7][CH2:6][CH2:5][CH2:4][C:3]=2[C:8]=1[NH2:9])=[O:22])[CH3:17]. The catalyst class is: 301. (2) Reactant: C[Al](C)C.[CH3:5][C:6]1[N:7]=[CH:8][C:9]([NH2:12])=[N:10][CH:11]=1.[Si:13]([O:20][C@@H:21]([CH2:26][O:27][CH2:28][CH3:29])[C:22](OC)=[O:23])([C:16]([CH3:19])([CH3:18])[CH3:17])([CH3:15])[CH3:14].C(C(C(C([O-])=O)O)O)([O-])=O.[K+].[Na+]. Product: [Si:13]([O:20][C@@H:21]([CH2:26][O:27][CH2:28][CH3:29])[C:22]([NH:12][C:9]1[CH:8]=[N:7][C:6]([CH3:5])=[CH:11][N:10]=1)=[O:23])([C:16]([CH3:19])([CH3:18])[CH3:17])([CH3:15])[CH3:14]. The catalyst class is: 93. (3) Reactant: COC(=O)[CH:4]([C:17]#[N:18])[C:5]([C:8]1[CH:13]=[CH:12][C:11]([F:14])=[CH:10][C:9]=1[O:15][CH3:16])([CH3:7])[CH3:6].[Na+].[Cl-].O. Product: [F:14][C:11]1[CH:12]=[CH:13][C:8]([C:5]([CH3:6])([CH3:7])[CH2:4][C:17]#[N:18])=[C:9]([O:15][CH3:16])[CH:10]=1. The catalyst class is: 550.